Dataset: Full USPTO retrosynthesis dataset with 1.9M reactions from patents (1976-2016). Task: Predict the reactants needed to synthesize the given product. (1) Given the product [CH3:45][S:46][CH2:47][CH2:48][CH2:49][O:23][C:24]1[CH:25]=[C:26]2[C:30](=[CH:31][CH:32]=1)[N:29]([C:33]([O:35][C:36]([CH3:37])([CH3:38])[CH3:39])=[O:34])[C:28]([C:40]([O:42][CH2:43][CH3:44])=[O:41])=[CH:27]2, predict the reactants needed to synthesize it. The reactants are: C1(P(C2C=CC=CC=2)C2C=CC=CC=2)C=CC=CC=1.C(Cl)Cl.[OH:23][C:24]1[CH:25]=[C:26]2[C:30](=[CH:31][CH:32]=1)[N:29]([C:33]([O:35][C:36]([CH3:39])([CH3:38])[CH3:37])=[O:34])[C:28]([C:40]([O:42][CH2:43][CH3:44])=[O:41])=[CH:27]2.[CH3:45][S:46][CH2:47][CH2:48][CH2:49]O. (2) Given the product [CH3:20][C:19]1[N:15]([CH2:14][C:13]([N:10]2[CH2:11][CH2:12][CH:7]([C:4]3[S:5][CH:6]=[C:2]([NH:1][C:45]([CH:35]4[C:44]5[C:39](=[CH:40][CH:41]=[CH:42][CH:43]=5)[CH2:38][CH2:37][CH2:36]4)=[O:46])[N:3]=3)[CH2:8][CH2:9]2)=[O:25])[N:16]=[C:17]([C:21]([F:24])([F:23])[F:22])[CH:18]=1, predict the reactants needed to synthesize it. The reactants are: [NH2:1][C:2]1[N:3]=[C:4]([CH:7]2[CH2:12][CH2:11][N:10]([C:13](=[O:25])[CH2:14][N:15]3[C:19]([CH3:20])=[CH:18][C:17]([C:21]([F:24])([F:23])[F:22])=[N:16]3)[CH2:9][CH2:8]2)[S:5][CH:6]=1.C(N(C(C)C)CC)(C)C.[CH:35]1([C:45](Cl)=[O:46])[C:44]2[C:39](=[CH:40][CH:41]=[CH:42][CH:43]=2)[CH2:38][CH2:37][CH2:36]1. (3) Given the product [CH3:1][O:7][C:8]1[CH:17]=[CH:16][CH:15]=[C:14]2[C:9]=1[CH2:10][CH:11]=[CH:12][CH2:13]2, predict the reactants needed to synthesize it. The reactants are: [C:1](=O)([O-])[O-].[K+].[K+].[OH:7][C:8]1[CH:17]=[CH:16][CH:15]=[C:14]2[C:9]=1[CH2:10][CH:11]=[CH:12][CH2:13]2.S(OC)(OC)(=O)=O.CCCCCC. (4) Given the product [Cl:26][C:27]1[CH:28]=[C:29]([CH:32]=[CH:33][C:34]=1[Cl:35])[CH2:30][NH:31][C:4]([C:6]1[N:7]=[C:8]([C:15]2[CH:20]=[CH:19][C:18]([F:21])=[CH:17][C:16]=2[S:22]([CH3:25])(=[O:24])=[O:23])[N:9]([CH3:14])[C:10](=[O:13])[C:11]=1[OH:12])=[O:5], predict the reactants needed to synthesize it. The reactants are: C(O[C:4]([C:6]1[N:7]=[C:8]([C:15]2[CH:20]=[CH:19][C:18]([F:21])=[CH:17][C:16]=2[S:22]([CH3:25])(=[O:24])=[O:23])[N:9]([CH3:14])[C:10](=[O:13])[C:11]=1[OH:12])=[O:5])C.[Cl:26][C:27]1[CH:28]=[C:29]([CH:32]=[CH:33][C:34]=1[Cl:35])[CH2:30][NH2:31]. (5) The reactants are: C([C:5]1[C:6]([O:34]CC2C=CC=CC=2)=[N:7][CH:8]=[C:9]([C:11](=[O:33])[NH:12][C@@H:13]([C:21]2[CH:26]=[CH:25][C:24]([O:27][C:28]([F:31])([F:30])[F:29])=[C:23]([F:32])[CH:22]=2)[C:14]2[C:19]([F:20])=[CH:18][CH:17]=[CH:16][N:15]=2)[CH:10]=1)(C)(C)C.[C:42](=[O:45])([O-:44])[NH2:43].[H][H].[CH3:48]COC(C)=O.[CH2:54]1[CH2:58]OC[CH2:55]1. Given the product [F:32][C:23]1[CH:22]=[C:21]([C@H:13]([NH:12][C:11]([C:9]2[CH:10]=[C:5]([NH:43][C:42](=[O:44])[O:45][C:54]([CH3:55])([CH3:58])[CH3:48])[C:6]([OH:34])=[N:7][CH:8]=2)=[O:33])[C:14]2[C:19]([F:20])=[CH:18][CH:17]=[CH:16][N:15]=2)[CH:26]=[CH:25][C:24]=1[O:27][C:28]([F:30])([F:31])[F:29], predict the reactants needed to synthesize it. (6) Given the product [CH3:27][C:56]1[CH:55]=[C:54]([NH:33][C:34]2[CH:35]=[CH:36][CH:37]=[C:38]([C:8]3([C:20]4[CH:19]=[CH:18][CH:17]=[CH:16][CH:15]=4)[C:9]4[CH:14]=[CH:13][CH:12]=[CH:11][C:10]=4[C:3]4[C:4]3=[CH:5][CH:6]=[CH:7][CH:2]=4)[CH:39]=2)[CH:59]=[CH:58][CH:57]=1, predict the reactants needed to synthesize it. The reactants are: Br[C:2]1[CH:3]=[C:4]([C:8]2(C3C=CC=CC=3)[C:20]3[CH:19]=[CH:18][CH:17]=[CH:16][C:15]=3[C:14]3[C:9]2=[CH:10][CH:11]=[CH:12][CH:13]=3)[CH:5]=[CH:6][CH:7]=1.[CH3:27]C(C)([O-])C.[Na+].[NH2:33][C:34]1[C:35](C)=[CH:36][CH:37]=[CH:38][CH:39]=1.C(P(C(C)(C)C)C(C)(C)C)(C)(C)C.[CH3:54][CH2:55][CH2:56][CH2:57][CH2:58][CH3:59]. (7) Given the product [NH:12]1[CH:13]=[CH:14][C:10]([CH2:9][N:6]2[C:7]3[N:8]=[CH:17][NH:1][C:2]=3[C:3](=[O:16])[NH:4][C:5]2=[S:15])=[N:11]1, predict the reactants needed to synthesize it. The reactants are: [NH2:1][C:2]1[C:3](=[O:16])[NH:4][C:5](=[S:15])[N:6]([CH2:9][C:10]2[CH:14]=[CH:13][NH:12][N:11]=2)[C:7]=1[NH2:8].[C:17](O)(=O)C.C(N)=N. (8) Given the product [CH2:29]([N:16]([C:8]1[C:7]([CH3:28])=[CH:6][C:5]2[C:4]([CH:1]([CH3:3])[CH3:2])=[CH:13][CH2:12][C:11]([CH3:14])([CH3:15])[C:10]=2[CH:9]=1)[C:17]1[CH:18]=[CH:19][C:20]([C:21]([O:23][CH2:24][CH3:25])=[O:22])=[CH:26][CH:27]=1)[CH3:30], predict the reactants needed to synthesize it. The reactants are: [CH:1]([C:4]1[C:5]2[CH:6]=[C:7]([CH3:28])[C:8]([NH:16][C:17]3[CH:27]=[CH:26][C:20]([C:21]([O:23][CH2:24][CH3:25])=[O:22])=[CH:19][CH:18]=3)=[CH:9][C:10]=2[C:11]([CH3:15])([CH3:14])[CH2:12][CH:13]=1)([CH3:3])[CH3:2].[CH:29](=O)[CH3:30].